From a dataset of Forward reaction prediction with 1.9M reactions from USPTO patents (1976-2016). Predict the product of the given reaction. (1) Given the reactants O.[NH2:2][NH2:3].[CH2:4]([O:11][C:12]([NH:14][C@H:15]1[CH2:18][C@H:17]([C:19]([O:21]C)=O)[CH2:16]1)=[O:13])[C:5]1[CH:10]=[CH:9][CH:8]=[CH:7][CH:6]=1, predict the reaction product. The product is: [CH2:4]([O:11][C:12](=[O:13])[NH:14][C@H:15]1[CH2:18][C@H:17]([C:19]([NH:2][NH2:3])=[O:21])[CH2:16]1)[C:5]1[CH:10]=[CH:9][CH:8]=[CH:7][CH:6]=1. (2) The product is: [Cl:28][C:22]1[CH:23]=[C:24]([Cl:27])[CH:25]=[CH:26][C:21]=1[C:5]1[N:4]=[C:3]([NH:31][CH2:32][CH2:33][NH:34][C:35]2[N:36]=[CH:37][C:38]([C:39]#[N:40])=[CH:41][CH:42]=2)[N:8]2[N:9]=[C:10]([CH:12]3[CH2:13][CH2:14][N:15]([CH:18]([CH3:19])[CH3:20])[CH2:16][CH2:17]3)[N:11]=[C:7]2[CH:6]=1. Given the reactants Cl.Cl[C:3]1[N:8]2[N:9]=[C:10]([CH:12]3[CH2:17][CH2:16][N:15]([CH:18]([CH3:20])[CH3:19])[CH2:14][CH2:13]3)[N:11]=[C:7]2[CH:6]=[C:5]([C:21]2[CH:26]=[CH:25][C:24]([Cl:27])=[CH:23][C:22]=2[Cl:28])[N:4]=1.Cl.Cl.[NH2:31][CH2:32][CH2:33][NH:34][C:35]1[CH:42]=[CH:41][C:38]([C:39]#[N:40])=[CH:37][N:36]=1.C(N(CC)C(C)C)(C)C, predict the reaction product. (3) Given the reactants I[C:2]1[CH:3]=[C:4]([CH:10]=[CH:11][CH:12]=1)[C:5]([O:7][CH2:8][CH3:9])=[O:6].C([Mg]Cl)(C)C.[Cl:18][C:19]1[CH:20]=[CH:21][C:22]([CH3:27])=[C:23]([CH:26]=1)[CH:24]=[O:25].[NH4+].[Cl-], predict the reaction product. The product is: [Cl:18][C:19]1[CH:20]=[CH:21][C:22]([CH3:27])=[C:23]([CH:24]([OH:25])[C:2]2[CH:3]=[C:4]([CH:10]=[CH:11][CH:12]=2)[C:5]([O:7][CH2:8][CH3:9])=[O:6])[CH:26]=1. (4) Given the reactants [C:1]([CH2:3][C:4]1[CH:14]=[CH:13][CH:12]=[CH:11][C:5]=1[C:6](OCC)=[O:7])#[N:2].[NH3:15].CCO, predict the reaction product. The product is: [NH2:15][C:1]1[NH:2][C:6](=[O:7])[C:5]2[C:4]([CH:3]=1)=[CH:14][CH:13]=[CH:12][CH:11]=2. (5) Given the reactants [F:1][C:2]1[CH:3]=[C:4]([C@H:13]([NH:17]C(=O)OC(C)(C)C)[CH2:14][O:15][CH3:16])[CH:5]=[CH:6][C:7]=1[O:8][C:9]([F:12])([F:11])[F:10].[ClH:25].C(OCC)(=O)C, predict the reaction product. The product is: [ClH:25].[F:1][C:2]1[CH:3]=[C:4]([C@H:13]([NH2:17])[CH2:14][O:15][CH3:16])[CH:5]=[CH:6][C:7]=1[O:8][C:9]([F:12])([F:11])[F:10].